Predict the product of the given reaction. From a dataset of Forward reaction prediction with 1.9M reactions from USPTO patents (1976-2016). (1) Given the reactants [CH3:1][C:2]1[CH:7]=[CH:6][C:5]([N+:8]([O-:10])=[O:9])=[CH:4][C:3]=1[OH:11].C1C=CC(P(C2C=CC=CC=2)C2C=CC=CC=2)=CC=1.[CH3:31][O:32][C:33]([C:35]1[NH:45][C:38]2=[N:39][CH:40]=[C:41]([CH2:43]O)[CH:42]=[C:37]2[CH:36]=1)=[O:34].CCOC(/N=N/C(OCC)=O)=O, predict the reaction product. The product is: [CH3:31][O:32][C:33]([C:35]1[NH:45][C:38]2=[N:39][CH:40]=[C:41]([CH2:43][O:11][C:3]3[CH:4]=[C:5]([N+:8]([O-:10])=[O:9])[CH:6]=[CH:7][C:2]=3[CH3:1])[CH:42]=[C:37]2[CH:36]=1)=[O:34]. (2) Given the reactants [NH:1]1[C:9]2[C:4](=[C:5]([C:10]3[CH:11]=[C:12]([NH2:25])[C:13]4[C:17]([CH:18]=3)=[N:16][N:15](C3CCCCO3)[CH:14]=4)[CH:6]=[CH:7][CH:8]=2)[CH:3]=[CH:2]1.CCN(C(C)C)C(C)C.[O:35]1[CH:39]=[CH:38][CH:37]=[C:36]1[C:40](Cl)=[O:41], predict the reaction product. The product is: [NH:1]1[C:9]2[C:4](=[C:5]([C:10]3[CH:18]=[C:17]4[C:13]([CH:14]=[N:15][NH:16]4)=[C:12]([NH:25][C:40]([C:36]4[O:35][CH:39]=[CH:38][CH:37]=4)=[O:41])[CH:11]=3)[CH:6]=[CH:7][CH:8]=2)[CH:3]=[CH:2]1. (3) Given the reactants [C:1]1([C@H:11]([NH2:13])[CH3:12])[C:10]2[C:5](=[CH:6][CH:7]=[CH:8][CH:9]=2)[CH:4]=[CH:3][CH:2]=1.Cl[CH2:15][CH2:16][CH2:17][C:18]#[CH:19].C([O-])([O-])=O.[K+].[K+].[Na+].[I-], predict the reaction product. The product is: [C:1]1([C@H:11]([NH:13][CH2:19][CH2:18][CH2:17][C:16]#[CH:15])[CH3:12])[C:10]2[C:5](=[CH:6][CH:7]=[CH:8][CH:9]=2)[CH:4]=[CH:3][CH:2]=1. (4) Given the reactants [N:1]1[CH:6]=[CH:5][CH:4]=[C:3]([CH2:7][CH2:8][C:9]([OH:11])=O)[CH:2]=1.Cl.[NH2:13][C:14]1[C:15]2[C:25]([O:26][CH2:27][C@H:28]3[CH2:33][CH2:32][CH2:31][CH2:30][NH2+:29]3)=[CH:24][CH:23]=[CH:22][C:16]=2[NH:17][S:18](=[O:21])(=[O:20])[N:19]=1, predict the reaction product. The product is: [NH2:13][C:14]1[C:15]2[C:25]([O:26][CH2:27][C@H:28]3[CH2:33][CH2:32][CH2:31][CH2:30][N:29]3[C:9](=[O:11])[CH2:8][CH2:7][C:3]3[CH:2]=[N:1][CH:6]=[CH:5][CH:4]=3)=[CH:24][CH:23]=[CH:22][C:16]=2[NH:17][S:18](=[O:20])(=[O:21])[N:19]=1. (5) Given the reactants [N:1]1([C:7]2[CH:12]=[CH:11][C:10]([N:13]3[CH:18]=[CH:17][N:16]=[CH:15][C:14]3=[O:19])=[CH:9][CH:8]=2)[CH2:6][CH2:5][NH:4][CH2:3][CH2:2]1.CC1C=CC(S(O[CH2:31][CH2:32][CH2:33][CH2:34][C:35]2[C:43]3[C:38](=[CH:39][CH:40]=[C:41]([C:44]#[N:45])[CH:42]=3)[NH:37][CH:36]=2)(=O)=O)=CC=1.C(=O)([O-])[O-].[K+].[K+].[I-].[K+], predict the reaction product. The product is: [O:19]=[C:14]1[CH:15]=[N:16][CH:17]=[CH:18][N:13]1[C:10]1[CH:11]=[CH:12][C:7]([N:1]2[CH2:6][CH2:5][N:4]([CH2:31][CH2:32][CH2:33][CH2:34][C:35]3[C:43]4[C:38](=[CH:39][CH:40]=[C:41]([C:44]#[N:45])[CH:42]=4)[NH:37][CH:36]=3)[CH2:3][CH2:2]2)=[CH:8][CH:9]=1. (6) Given the reactants [C:9](O[C:9]([O:11][C:12]([CH3:15])([CH3:14])[CH3:13])=[O:10])([O:11][C:12]([CH3:15])([CH3:14])[CH3:13])=[O:10].[NH2:16][C:17]1[CH:18]=[N:19][C:20]([Br:23])=[CH:21][CH:22]=1, predict the reaction product. The product is: [Br:23][C:20]1[N:19]=[CH:18][C:17]([NH:16][C:9](=[O:10])[O:11][C:12]([CH3:13])([CH3:14])[CH3:15])=[CH:22][CH:21]=1. (7) Given the reactants [CH2:1]([O:3][CH:4]([O:15][CH2:16][CH3:17])[C:5]1[N:10]=[C:9]([CH3:11])[C:8]([C:12](Cl)=[O:13])=[CH:7][N:6]=1)[CH3:2].[N:18]1[CH:23]=[CH:22][CH:21]=[CH:20][C:19]=1[CH2:24][NH2:25].C(N(CC)CC)C, predict the reaction product. The product is: [CH2:1]([O:3][CH:4]([O:15][CH2:16][CH3:17])[C:5]1[N:10]=[C:9]([CH3:11])[C:8]([C:12]([NH:25][CH2:24][C:19]2[CH:20]=[CH:21][CH:22]=[CH:23][N:18]=2)=[O:13])=[CH:7][N:6]=1)[CH3:2].